From a dataset of Reaction yield outcomes from USPTO patents with 853,638 reactions. Predict the reaction yield, written as a fraction of the theoretical maximum amount of product (1.0 means a 100% yield; for example, 0.34 means a 34% yield). (1) The reactants are Br[C:2]1[CH:3]=[N:4][CH:5]=[N:6][CH:7]=1.[Br:8][C:9]1[CH:14]=[CH:13][C:12](B(O)O)=[CH:11][CH:10]=1.C(=O)([O-])[O-].[Na+].[Na+].C(OCC)(=O)C. The catalyst is CN(C)C=O.O. The product is [Br:8][C:9]1[CH:14]=[CH:13][C:12]([C:2]2[CH:3]=[N:4][CH:5]=[N:6][CH:7]=2)=[CH:11][CH:10]=1. The yield is 0.820. (2) The reactants are Cl[CH2:2][C:3]1[C:12]2[C:7](=[C:8]([CH3:15])[C:9]([OH:14])=[C:10]([CH3:13])[CH:11]=2)[O:6][C:5](=[O:16])[CH:4]=1.[OH-:17].[Na+].Cl. No catalyst specified. The product is [OH:14][C:9]1[C:10]([CH3:13])=[CH:11][C:12]2[C:3]([CH2:4][C:5]([OH:16])=[O:17])=[CH:2][O:6][C:7]=2[C:8]=1[CH3:15]. The yield is 0.750.